This data is from Reaction yield outcomes from USPTO patents with 853,638 reactions. The task is: Predict the reaction yield, written as a fraction of the theoretical maximum amount of product (1.0 means a 100% yield; for example, 0.34 means a 34% yield). (1) The reactants are [Cl:1][C:2]1[CH:10]=[CH:9][C:8](SC)=[CH:7][C:3]=1[C:4]([OH:6])=[O:5].O[O:14][S:15]([O-:17])=O.[K+].[CH3:19]O. No catalyst specified. The product is [Cl:1][C:2]1[CH:10]=[CH:9][C:8]([S:15]([CH3:19])(=[O:17])=[O:14])=[CH:7][C:3]=1[C:4]([OH:6])=[O:5]. The yield is 0.870. (2) No catalyst specified. The yield is 0.930. The reactants are [CH2:1]([C:3]1[CH:8]=[CH:7][C:6]([SH:9])=[CH:5][CH:4]=1)[CH3:2].Br[CH2:11][CH:12]([O:15][CH3:16])[O:13][CH3:14].CO.C[O-].[Na+]. The product is [CH3:14][O:13][CH:12]([O:15][CH3:16])[CH2:11][S:9][C:6]1[CH:7]=[CH:8][C:3]([CH2:1][CH3:2])=[CH:4][CH:5]=1.